The task is: Predict the product of the given reaction.. This data is from Forward reaction prediction with 1.9M reactions from USPTO patents (1976-2016). (1) Given the reactants Cl[C:2]1[CH:7]=[C:6]([C:8]([O:10][CH3:11])=[O:9])[CH:5]=[C:4]([Cl:12])[N:3]=1.[C:13]([O:17][C:18]([N:20]1[CH2:25][CH2:24][N:23](C2C=C(C(F)F)C=C(Cl)N=2)[CH2:22][CH2:21]1)=[O:19])([CH3:16])([CH3:15])[CH3:14], predict the reaction product. The product is: [C:13]([O:17][C:18]([N:20]1[CH2:25][CH2:24][N:23]([C:2]2[CH:7]=[C:6]([C:8]([O:10][CH3:11])=[O:9])[CH:5]=[C:4]([Cl:12])[N:3]=2)[CH2:22][CH2:21]1)=[O:19])([CH3:16])([CH3:14])[CH3:15]. (2) Given the reactants [C:1]1([Mg]Br)[CH:6]=[CH:5][CH:4]=[CH:3][CH:2]=1.[CH3:9][O:10][C:11]1[CH:16]=[CH:15][C:14]([CH:17]([O:20][Si:21]([CH3:24])([CH3:23])[CH3:22])[C:18]#N)=[CH:13][CH:12]=1.C([O:27]CC)C, predict the reaction product. The product is: [CH3:9][O:10][C:11]1[CH:16]=[CH:15][C:14]([CH:17]([O:20][Si:21]([CH3:24])([CH3:23])[CH3:22])[C:18]([C:1]2[CH:6]=[CH:5][CH:4]=[CH:3][CH:2]=2)=[O:27])=[CH:13][CH:12]=1. (3) Given the reactants Cl[C:2]1[N:7]=[CH:6][N:5]=[C:4]([N:8]2[CH2:13][CH2:12][N:11]([C:14]([O:16][C:17]([CH3:20])([CH3:19])[CH3:18])=[O:15])[CH2:10][CH2:9]2)[CH:3]=1.[C:21]1(OB(O)O)[CH:26]=[CH:25][CH:24]=[CH:23][CH:22]=1.P([O-])([O-])([O-])=O.[K+].[K+].[K+], predict the reaction product. The product is: [C:21]1([C:2]2[N:7]=[CH:6][N:5]=[C:4]([N:8]3[CH2:13][CH2:12][N:11]([C:14]([O:16][C:17]([CH3:20])([CH3:19])[CH3:18])=[O:15])[CH2:10][CH2:9]3)[CH:3]=2)[CH:26]=[CH:25][CH:24]=[CH:23][CH:22]=1.